Task: Predict the reaction yield, written as a fraction of the theoretical maximum amount of product (1.0 means a 100% yield; for example, 0.34 means a 34% yield).. Dataset: Reaction yield outcomes from USPTO patents with 853,638 reactions (1) The catalyst is C(Cl)Cl. The reactants are [O:1]=[O+][O-].C[O:5][C:6]([C:8]1[C:13]([CH:14]=C)=[C:12]([NH2:16])[CH:11]=[C:10]([Cl:17])[N:9]=1)=[O:7].CSC. The product is [NH2:16][C:12]1[CH:11]=[C:10]([Cl:17])[N:9]=[C:8]([C:6]([OH:5])=[O:7])[C:13]=1[CH:14]=[O:1]. The yield is 0.220. (2) The reactants are Cl[C:2]1[C:7]([I:8])=[CH:6][N:5]=[CH:4][N:3]=1.N1C=CC(=O)NC=1.CCN(CC)CC.[C:23]([N:30]1[CH2:35][CH2:34][NH:33][CH2:32][CH2:31]1)([O:25][C:26]([CH3:29])([CH3:28])[CH3:27])=[O:24]. The catalyst is CN1C(=O)CCC1. The product is [C:26]([O:25][C:23]([N:30]1[CH2:35][CH2:34][N:33]([C:2]2[C:7]([I:8])=[CH:6][N:5]=[CH:4][N:3]=2)[CH2:32][CH2:31]1)=[O:24])([CH3:29])([CH3:27])[CH3:28]. The yield is 0.990. (3) The reactants are [NH:1]1[CH:5]=[CH:4][CH:3]=[C:2]1[C:6]([O:8][CH3:9])=[O:7].[H-].[Na+].Cl[C:13]1[C:22]([N+:23]([O-:25])=[O:24])=[CH:21][C:16]([C:17]([O:19][CH3:20])=[O:18])=[CH:15][N:14]=1.S(Cl)(Cl)=O. The catalyst is CS(C)=O.CO. The product is [CH3:9][O:8][C:6]([C:2]1[N:1]([C:13]2[C:22]([N+:23]([O-:25])=[O:24])=[CH:21][C:16]([C:17]([O:19][CH3:20])=[O:18])=[CH:15][N:14]=2)[CH:5]=[CH:4][CH:3]=1)=[O:7]. The yield is 0.920. (4) The reactants are [CH3:1][O:2][C:3]1[CH:4]=[C:5]2[C:10](=[CH:11][C:12]=1[O:13][CH3:14])[CH:9]([CH2:15][C:16]1[C:25]3[C:20](=CC=CC=3)[CH:19]=[CH:18][CH:17]=1)[NH:8][CH2:7][CH2:6]2.[C:26](N[C@H](C1C=CC=CC=1)C(O)=O)(=[O:28])C.CC(C)=O. The catalyst is CO. The product is [CH3:1][O:2][C:3]1[CH:4]=[C:5]2[C:10](=[CH:11][C:12]=1[O:13][CH3:14])[C@H:9]([CH2:15][C:16]1[CH:25]=[CH:20][C:19]([O:28][CH3:26])=[CH:18][CH:17]=1)[NH:8][CH2:7][CH2:6]2. The yield is 0.300. (5) The reactants are [CH2:1]([C:3]1[C:8](=[O:9])[NH:7][C:6]([CH3:10])=[C:5]([C:11]2[O:15][C:14]([C:16]([OH:18])=O)=[CH:13][CH:12]=2)[CH:4]=1)[CH3:2].[F:19][C:20]([F:30])([F:29])[C:21]1[CH:28]=[CH:27][C:24]([CH2:25][NH2:26])=[CH:23][CH:22]=1. No catalyst specified. The product is [F:19][C:20]([F:29])([F:30])[C:21]1[CH:28]=[CH:27][C:24]([CH2:25][NH:26][C:16]([C:14]2[O:15][C:11]([C:5]3[CH:4]=[C:3]([CH2:1][CH3:2])[C:8](=[O:9])[NH:7][C:6]=3[CH3:10])=[CH:12][CH:13]=2)=[O:18])=[CH:23][CH:22]=1. The yield is 0.600.